This data is from Catalyst prediction with 721,799 reactions and 888 catalyst types from USPTO. The task is: Predict which catalyst facilitates the given reaction. Reactant: [O:1]=[C:2]1[N:6]([C:7]2[CH:8]=[CH:9][C:10]3[C:16](=[O:17])[CH2:15][CH2:14][CH2:13][CH2:12][C:11]=3[CH:18]=2)[CH2:5][C@H:4]([CH2:19][NH:20][C:21](=[O:23])[CH3:22])[O:3]1.[Li+].C[Si]([N-][Si](C)(C)C)(C)C.[CH2:34]([O:41][CH2:42][C:43](Cl)=[O:44])[C:35]1[CH:40]=[CH:39][CH:38]=[CH:37][CH:36]=1.[Cl-].[NH4+]. Product: [CH2:34]([O:41][CH2:42][C:43]([CH:15]1[CH2:14][CH2:13][CH2:12][C:11]2[CH:18]=[C:7]([N:6]3[CH2:5][C@H:4]([CH2:19][NH:20][C:21](=[O:23])[CH3:22])[O:3][C:2]3=[O:1])[CH:8]=[CH:9][C:10]=2[C:16]1=[O:17])=[O:44])[C:35]1[CH:40]=[CH:39][CH:38]=[CH:37][CH:36]=1. The catalyst class is: 1.